Dataset: HIV replication inhibition screening data with 41,000+ compounds from the AIDS Antiviral Screen. Task: Binary Classification. Given a drug SMILES string, predict its activity (active/inactive) in a high-throughput screening assay against a specified biological target. (1) The drug is C[N+]1(C)CC(=Cc2ccc(O)cc2)C(=O)C(=Cc2ccc(O)cc2)C1.[IH2+]. The result is 0 (inactive). (2) The molecule is O=C1c2cc(Cl)ccc2N=C(NCCCl)C2CSCN12. The result is 0 (inactive). (3) The compound is CCOC(=O)c1ccc(NC(=O)ON=C(Cl)CCl)cc1. The result is 0 (inactive). (4) The compound is COc1ccc2[nH]c3c(C)c4ccnc(NCCCN(C)CCCN)c4c(C)c3c2c1.Cl. The result is 0 (inactive). (5) The molecule is CC(=O)NC(CCCCNC(=O)OC(C)(C)C)C(=O)O. The result is 0 (inactive). (6) The compound is N#Cc1cn(C2OC(CO)C(O)C2O)c2ncnc(N)c12. The result is 0 (inactive). (7) The compound is O=C(CN1CCCCC1)c1ccc2c(c1)Cc1cc(C(=O)CN3CCCCC3)ccc1O2. The result is 0 (inactive). (8) The molecule is Cc1cn(C2CC3C(COC(CCC[Se]c4ccccc4)N3O)O2)c(=O)[nH]c1=O. The result is 1 (active).